This data is from Full USPTO retrosynthesis dataset with 1.9M reactions from patents (1976-2016). The task is: Predict the reactants needed to synthesize the given product. (1) Given the product [CH3:1][O:2][C:3]([C:5]1[S:6][C:7]([C:14](=[O:16])[NH:39][CH2:40][C:41]2[CH:49]=[CH:48][CH:47]=[C:46]3[C:42]=2[CH2:43][C:44](=[O:50])[NH:45]3)=[CH:8][C:9]=1[C:10]([F:11])([F:12])[F:13])=[O:4], predict the reactants needed to synthesize it. The reactants are: [CH3:1][O:2][C:3]([C:5]1[S:6][C:7]([C:14]([OH:16])=O)=[CH:8][C:9]=1[C:10]([F:13])([F:12])[F:11])=[O:4].C(N(CC)CC)C.C(Cl)CCl.C1C=CC2N(O)N=NC=2C=1.Cl.[NH2:39][CH2:40][C:41]1[CH:49]=[CH:48][CH:47]=[C:46]2[C:42]=1[CH2:43][C:44](=[O:50])[NH:45]2. (2) Given the product [OH:13][C:9]1[CH:8]=[C:7]2[C:6]([C:4](=[O:5])[CH2:3][CH2:2][O:12]2)=[CH:11][CH:10]=1, predict the reactants needed to synthesize it. The reactants are: Br[CH2:2][CH2:3][C:4]([C:6]1[CH:11]=[CH:10][CH:9]=[CH:8][C:7]=1[OH:12])=[O:5].[OH:13]S(O)(=O)=O.